Dataset: Full USPTO retrosynthesis dataset with 1.9M reactions from patents (1976-2016). Task: Predict the reactants needed to synthesize the given product. (1) Given the product [NH2:14][C:15](=[O:58])[C:16]([CH3:57])([CH3:56])[CH2:17][NH:18][C:19]([C@H:21]([CH:53]([CH3:55])[CH3:54])[CH2:22][C@@H:23]1[O:27][CH2:26][N:25]([C:28]([O:30][CH2:31][O:10][C:8]([O:1][CH:2]2[CH2:7][O:6][CH2:5][O:4][CH2:3]2)=[O:9])=[O:29])[C@H:24]1[CH2:33][C@H:34]([CH2:38][C:39]1[CH:44]=[CH:43][C:42]([O:45][CH3:46])=[C:41]([O:47][CH2:48][CH2:49][CH2:50][O:51][CH3:52])[CH:40]=1)[CH:35]([CH3:37])[CH3:36])=[O:20], predict the reactants needed to synthesize it. The reactants are: [OH:1][CH:2]1[CH2:7][O:6][CH2:5][O:4][CH2:3]1.[C:8](=O)([O-:10])[O-:9].[Cs+].[Cs+].[NH2:14][C:15](=[O:58])[C:16]([CH3:57])([CH3:56])[CH2:17][NH:18][C:19]([C@H:21]([CH:53]([CH3:55])[CH3:54])[CH2:22][C@@H:23]1[O:27][CH2:26][N:25]([C:28]([O:30][CH2:31]Cl)=[O:29])[C@H:24]1[CH2:33][C@H:34]([CH2:38][C:39]1[CH:44]=[CH:43][C:42]([O:45][CH3:46])=[C:41]([O:47][CH2:48][CH2:49][CH2:50][O:51][CH3:52])[CH:40]=1)[CH:35]([CH3:37])[CH3:36])=[O:20]. (2) Given the product [C:17]([C:19]1[CH:24]=[CH:23][C:22]([C:2]2[CH:7]=[CH:6][N:5]3[C:8](=[O:15])[N:9]([CH2:11][CH:12]([CH3:14])[CH3:13])[N:10]=[C:4]3[C:3]=2[C:22]2[CH:23]=[CH:24][C:19]([C:17]#[N:18])=[CH:20][CH:21]=2)=[CH:21][CH:20]=1)#[N:18], predict the reactants needed to synthesize it. The reactants are: Br[C:2]1[CH:7]=[CH:6][N:5]2[C:8](=[O:15])[N:9]([CH2:11][CH:12]([CH3:14])[CH3:13])[N:10]=[C:4]2[C:3]=1I.[C:17]([C:19]1[CH:24]=[CH:23][C:22](B(O)O)=[CH:21][CH:20]=1)#[N:18].C([O-])([O-])=O.[K+].[K+]. (3) Given the product [CH3:25][C:24]1[CH:23]=[C:22]([O:5][C@@H:6]2[CH2:10][CH2:9][O:8][CH2:7]2)[CH:21]=[C:20]([CH3:27])[C:19]=1[C:15]1[CH:16]=[CH:17][CH:18]=[C:13]([CH2:12][OH:11])[CH:14]=1, predict the reactants needed to synthesize it. The reactants are: CS([O:5][C@H:6]1[CH2:10][CH2:9][O:8][CH2:7]1)(=O)=O.[OH:11][CH2:12][C:13]1[CH:14]=[C:15]([C:19]2[C:24]([CH3:25])=[CH:23][C:22](O)=[CH:21][C:20]=2[CH3:27])[CH:16]=[CH:17][CH:18]=1.C(=O)([O-])[O-].[Cs+].[Cs+].